Dataset: Experimentally validated miRNA-target interactions with 360,000+ pairs, plus equal number of negative samples. Task: Binary Classification. Given a miRNA mature sequence and a target amino acid sequence, predict their likelihood of interaction. (1) The miRNA is hsa-miR-6787-5p with sequence UGGCGGGGGUAGAGCUGGCUGC. The protein sequence of the target gene is MRHCINCCVQLFPEDTHKQQVACQGGPHHSHQACPTCKGENKILFRVDSKQMNLLAVLEVRTEGNENWGGFLRFRKGKRCSLVFGLIIMTLVMASYILSGAHQELLISSPFHYGGFPSNPSVMDGENPSDVKEHHYQPSVNNISYVKDYPSIKLIIDSIAARIEFTTRQLPDLQDLKRQELHMFSVIPSKFLPTSKSPCWYEEFSGRNTTDPYLTNSYVLYSKRFRSTFDALRKVFWGHLSHVQGKHFRLRCLPHFYIIGQPKCGTTDLYDRLRLHPEVKFSAIKEPHWWTRKRFGIVRL.... Result: 0 (no interaction). (2) The miRNA is hsa-miR-520g-3p with sequence ACAAAGUGCUUCCCUUUAGAGUGU. The protein sequence of the target gene is MADLEEQLSDEEKVRIAAKFIIHAPPGEFNEVFNDVRLLLNNDNLLREGAAHAFAQYNLDQFTPVKIEGYEDQVLITEHGDLGNGKFLDPKNRICFKFDHLRKEATDPRPCEVENAVESWRTSVETALRAYVKEHYPNGVCTVYGKKIDGQQTIIACIESHQFQAKNFWNGRWRSEWKFTITPSTTQVVGILKIQVHYYEDGNVQLVSHKDIQDSLTVSNEVQTAKEFIKIVEAAENEYQTAISENYQTMSDTTFKALRRQLPVTRTKIDWNKILSYKIGKEMQNA. Result: 1 (interaction). (3) The miRNA is hsa-miR-548c-3p with sequence CAAAAAUCUCAAUUACUUUUGC. The protein sequence of the target gene is MTAWTMGARGLDKRGSFFKLIDTIASEIGELKQEMVRTDVNLENGLEPAETHSMVRHKDGGYSEEEDVKTCARDSGYDSLSNRLSILDRLLHTHPIWLQLSLSEEEAAEVLQAQPPGIFLVHKSTKMQKKVLSLRLPCEFGAPLKEFAIKESTYTFSLEGSGISFADLFRLIAFYCISRDVLPFTLKLPYAISTAKSEAQLEELAQMGLNFWSSPADSKPPNLPPPHRPLSSDGVCPASLRQLCLINGVHSIKTRTPSELECSQTNGALCFINPLFLKVHSQDLSGGLKRPSTRTPNANG.... Result: 0 (no interaction). (4) The miRNA is hsa-miR-3173-3p with sequence AAAGGAGGAAAUAGGCAGGCCA. The protein sequence of the target gene is MSEIRKDTLKAILLELECHFTWNLLKEDIDLFEVEDTIGQQLEFLTTKSRLALYNLLAYVKHLKGQNKDALECLEQAEEIIQQEHSDKEEVRSLVTWGNYAWVYYHMDQLEEAQKYTGKIGNVCKKLSSPSNYKLECPETDCEKGWALLKFGGKYYQKAKAAFEKALEVEPDNPEFNIGYAITVYRLDDSDREGSVKSFSLGPLRKAVTLNPDNSYIKVFLALKLQDVHAEAEGEKYIEEILDQISSQPYVLRYAAKFYRRKNSWNKALELLKKALEVTPTSSFLHHQMGLCYRAQMIQI.... Result: 0 (no interaction). (5) Result: 1 (interaction). The protein sequence of the target gene is MAHLMMFRDVAVDFSQEEWECLDLEQRDLYRDVMLENYSNMVSLGFCIYQPEAFSLLEKGKEPWKILRDETRGPCPDMQSRCQTKKLLPKNGIFEREIAQLEIMRICKNHSLDCLCFRGDWEGNTQFQTLQDNQEECFKQVIRTCEKRPTFNQHTVFNLHQRLNTGDKLNEFKELGKAFISGSDHTQHQLIHTSEKFCGDKECGNTFLPDSEVIQYQTVHTVKKTYECKECGKSFSLRSSLTGHKRIHTGEKPFKCKDCGKAFRFHSQLSVHKRIHTGEKSYECKECGKAFSCGSDLTRH.... The miRNA is hsa-miR-149-3p with sequence AGGGAGGGACGGGGGCUGUGC. (6) The miRNA is hsa-miR-4303 with sequence UUCUGAGCUGAGGACAG. The protein sequence of the target gene is MAMKKLYAKTSFTSKKPSSAANSTPILAYHQQQHQQPGNGICEFQVVAPGHSGELMIRRSQSMHHKMSPPVGGLGSKSEYYSIEELQELDLLDYRHPMYHHYQQQELRQRYHEHEQLVLQLPKATSPKAGPIYEAPQRSQQQQDQMLYVPTAAQRDSSSSAAATSIASSSTLTSSPSPSSSSSLIFSTLRKCVSPSNPSVNPNQPSKTQPSKLGCSMSFSIRTTTATAATAAAANAATATLSTQQQQQQAQQQHKQHLYSNIHHYLIRQQQQKQHYTLQRRHNSVKDKFIGGITTIFAEQ.... Result: 0 (no interaction). (7) The miRNA is hsa-miR-3689b-5p with sequence UGUGAUAUCAUGGUUCCUGGGA. The protein sequence of the target gene is MASQPPEDTAESQASDELECKICYNRYNLKQRKPKVLECCHRVCAKCLYKIIDFGDSPQGVIVCPFCRFETCLPDDEVSSLPDDNNILVNLTCGGKGKKCLPENPTELLLTPKRLASLVSPSHTSSNCLVITIMEVQRESSPSLSSTPVVEFYRPASFDSVTTVSHNWTVWNCTSLLFQTSIRVLVWLLGLLYFSSLPLGIYLLVSKKVTLGVVFVSLVPSSLVILMVYGFCQCVCHEFLDCMAPPS. Result: 0 (no interaction). (8) The miRNA is hsa-miR-192-5p with sequence CUGACCUAUGAAUUGACAGCC. The protein sequence of the target gene is MQKGKGRTSRIRRRKLCGSSESRGVNESHKSEFIELRKWLKARKFQDSNLAPACFPGTGRGLMSQTSLQEGQMIISLPESCLLTTDTVIRSYLGAYITKWKPPPSPLLALCTFLVSEKHAGHRSLWKPYLEILPKAYTCPVCLEPEVVNLLPKSLKAKAEEQRAHVQEFFASSRDFFSSLQPLFAEAVDSIFSYSALLWAWCTVNTRAVYLRPRQRECLSAEPDTCALAPYLDLLNHSPHVQVKAAFNEETHSYEIRTTSRWRKHEEVFICYGPHDNQRLFLEYGFVSVHNPHACVYVSR.... Result: 1 (interaction).